This data is from Reaction yield outcomes from USPTO patents with 853,638 reactions. The task is: Predict the reaction yield, written as a fraction of the theoretical maximum amount of product (1.0 means a 100% yield; for example, 0.34 means a 34% yield). (1) The reactants are [N+:1]([C:4]1[CH:5]=[C:6]([NH:10][C:11]2[CH:16]=[CH:15][N:14]=[CH:13][CH:12]=2)[CH:7]=[CH:8][CH:9]=1)([O-])=O. The catalyst is CO.[Pd]. The product is [N:14]1[CH:13]=[CH:12][C:11]([NH:10][C:6]2[CH:7]=[CH:8][CH:9]=[C:4]([NH2:1])[CH:5]=2)=[CH:16][CH:15]=1. The yield is 0.830. (2) The reactants are [CH2:1]([O:3][C:4]1[C:9]([C:10]([F:13])([F:12])[F:11])=[CH:8][C:7]([N+:14]([O-])=O)=[CH:6][N:5]=1)[CH3:2].O.O.[Sn](Cl)Cl.C([O-])(O)=O.[Na+]. The catalyst is CC(=O)OCC. The product is [CH2:1]([O:3][C:4]1[N:5]=[CH:6][C:7]([NH2:14])=[CH:8][C:9]=1[C:10]([F:13])([F:11])[F:12])[CH3:2]. The yield is 0.611. (3) The reactants are Br[C:2]1[N:3]=[C:4]([NH:15][CH2:16][CH2:17][CH:18]2[CH2:23][CH2:22][O:21][CH2:20][CH2:19]2)[C:5]([NH:8][CH2:9][C:10]([O:12]CC)=O)=[N:6][CH:7]=1.Br[C:25]1[C:26]([NH:32][CH2:33][C:34](OCC)=O)=[N:27][CH:28]=[C:29](Br)N=1.O1CCC(CCN)C[CH2:40]1. The catalyst is CS(C)=O. The product is [NH:27]1[C:26]2=[N:32][CH:33]=[C:34]([C:2]3[N:3]=[C:4]4[N:15]([CH2:16][CH2:17][CH:18]5[CH2:19][CH2:20][O:21][CH2:22][CH2:23]5)[C:10](=[O:12])[CH2:9][NH:8][C:5]4=[N:6][CH:7]=3)[CH:40]=[C:25]2[CH:29]=[CH:28]1. The yield is 0.440. (4) The reactants are [CH3:1][C@@H:2]1[CH2:6][CH2:5][CH2:4][N:3]1[CH2:7][C@@H:8]1[CH2:12][CH2:11][CH2:10][N:9]1[C:13]([C:15]1[CH:20]=[CH:19][C:18](B2OC(C)(C)C(C)(C)O2)=[CH:17][CH:16]=1)=[O:14].I[C:31]1[S:35][CH:34]=[C:33]([C:36]#[N:37])[CH:32]=1. No catalyst specified. The product is [CH3:1][C@@H:2]1[CH2:6][CH2:5][CH2:4][N:3]1[CH2:7][C@@H:8]1[CH2:12][CH2:11][CH2:10][N:9]1[C:13]([C:15]1[CH:16]=[CH:17][C:18]([C:31]2[S:35][CH:34]=[C:33]([C:36]#[N:37])[CH:32]=2)=[CH:19][CH:20]=1)=[O:14]. The yield is 0.300. (5) The reactants are [Br:1][C:2]1[C:3]([C:13]2[CH:18]=[CH:17][CH:16]=[CH:15][CH:14]=2)=[CH:4][C:5]2[NH:10][C:9](=S)[CH2:8][O:7][C:6]=2[N:12]=1.O.[NH2:20][NH2:21]. The catalyst is O1CCCC1. The product is [Br:1][C:2]1[C:3]([C:13]2[CH:18]=[CH:17][CH:16]=[CH:15][CH:14]=2)=[CH:4][C:5]2[NH:10]/[C:9](=[N:20]/[NH2:21])/[CH2:8][O:7][C:6]=2[N:12]=1. The yield is 0.900. (6) The reactants are [F:1][C:2]1[CH:3]=[C:4]([N:16]2[CH2:20][C@H:19]([CH2:21][NH:22][C:23](=O)[CH3:24])[O:18][C:17]2=[O:26])[CH:5]=[CH:6][C:7]=1[CH:8]1[CH2:13][CH2:12][S:11](=[O:15])(=[O:14])[NH:10][CH2:9]1.COC1C=CC(P2(SP(C3C=CC(OC)=CC=3)(=S)S2)=[S:36])=CC=1. The catalyst is O1CCOCC1. The product is [F:1][C:2]1[CH:3]=[C:4]([N:16]2[CH2:20][C@H:19]([CH2:21][NH:22][C:23](=[S:36])[CH3:24])[O:18][C:17]2=[O:26])[CH:5]=[CH:6][C:7]=1[CH:8]1[CH2:13][CH2:12][S:11](=[O:15])(=[O:14])[NH:10][CH2:9]1. The yield is 0.920. (7) The reactants are [NH2:1][C:2]1[CH:3]=[C:4]([OH:12])[C:5](=[CH:10][CH:11]=1)[C:6]([O:8][CH3:9])=[O:7].[N:13]1[S:14][N:15]=[C:16]2[C:21]([S:22](Cl)(=[O:24])=[O:23])=[CH:20][CH:19]=[CH:18][C:17]=12. The catalyst is CS(C)=O. The product is [N:13]1[S:14][N:15]=[C:16]2[C:21]([S:22]([NH:1][C:2]3[CH:11]=[CH:10][C:5]([C:6]([O:8][CH3:9])=[O:7])=[C:4]([OH:12])[CH:3]=3)(=[O:24])=[O:23])=[CH:20][CH:19]=[CH:18][C:17]=12. The yield is 0.270. (8) The yield is 0.620. The product is [Cl:23][C:20]1[CH:21]=[CH:22][C:17]([NH:16][C:2]2[N:7]=[CH:6][C:5]([C:8]([N:10]3[CH2:15][CH2:14][CH2:13][CH2:12][CH2:11]3)=[O:9])=[CH:4][CH:3]=2)=[N:18][CH:19]=1. The catalyst is C1(C)C=CC=CC=1.C([O-])(=O)C.[Pd+2].C([O-])(=O)C.C1C=CC(P(C2C(C3C(P(C4C=CC=CC=4)C4C=CC=CC=4)=CC=C4C=3C=CC=C4)=C3C(C=CC=C3)=CC=2)C2C=CC=CC=2)=CC=1. The reactants are Cl[C:2]1[N:7]=[CH:6][C:5]([C:8]([N:10]2[CH2:15][CH2:14][CH2:13][CH2:12][CH2:11]2)=[O:9])=[CH:4][CH:3]=1.[NH2:16][C:17]1[CH:22]=[CH:21][C:20]([Cl:23])=[CH:19][N:18]=1.CC([O-])(C)C.[K+].CC(OC)(C)C.